From a dataset of Forward reaction prediction with 1.9M reactions from USPTO patents (1976-2016). Predict the product of the given reaction. (1) Given the reactants [CH3:1][O:2][C:3]([C:5]1[CH2:6][N:7]([C:21]([O:23][C:24]([CH3:27])([CH3:26])[CH3:25])=[O:22])[CH2:8][CH2:9][C:10]=1[C:11]1[CH:16]=[CH:15][C:14]([CH2:17][CH2:18][CH2:19][OH:20])=[CH:13][CH:12]=1)=[O:4].[F:28][C:29]1[CH:34]=[CH:33][C:32]([F:35])=[CH:31][C:30]=1O.C(P(CCCC)CCCC)CCC.CCN(C(C)C)C(C)C, predict the reaction product. The product is: [CH3:1][O:2][C:3]([C:5]1[CH2:6][N:7]([C:21]([O:23][C:24]([CH3:27])([CH3:26])[CH3:25])=[O:22])[CH2:8][CH2:9][C:10]=1[C:11]1[CH:16]=[CH:15][C:14]([CH2:17][CH2:18][CH2:19][O:20][C:33]2[CH:34]=[C:29]([F:28])[CH:30]=[CH:31][C:32]=2[F:35])=[CH:13][CH:12]=1)=[O:4]. (2) Given the reactants [F:1][C:2]1([F:34])[CH2:7][CH2:6][CH:5]([CH2:8][C:9]2[C:17]3[C:12](=[N:13][CH:14]=[C:15]([C:18]4[C:19]([CH3:24])=[N:20][O:21][C:22]=4[CH3:23])[CH:16]=3)[N:11]([C:25]3[N:30]=[CH:29][C:28]([C:31]([OH:33])=O)=[CH:27][CH:26]=3)[CH:10]=2)[CH2:4][CH2:3]1.C1C[N:38]([P+](ON2N=NC3C=CC=CC2=3)(N2CCCC2)N2CCCC2)[CH2:37]C1.F[P-](F)(F)(F)(F)F.CN.C(N(CC)C(C)C)(C)C, predict the reaction product. The product is: [F:34][C:2]1([F:1])[CH2:3][CH2:4][CH:5]([CH2:8][C:9]2[C:17]3[C:12](=[N:13][CH:14]=[C:15]([C:18]4[C:19]([CH3:24])=[N:20][O:21][C:22]=4[CH3:23])[CH:16]=3)[N:11]([C:25]3[N:30]=[CH:29][C:28]([C:31]([NH:38][CH3:37])=[O:33])=[CH:27][CH:26]=3)[CH:10]=2)[CH2:6][CH2:7]1. (3) Given the reactants C(O)=O.[NH2:4][CH2:5][CH2:6][O:7][C:8]1[CH:31]=[CH:30][C:11]([NH:12][CH:13]2[CH2:18][CH2:17][N:16]([C:19]([NH:21][CH2:22][CH2:23][CH2:24][CH2:25][CH2:26][CH2:27][CH2:28][CH3:29])=[O:20])[CH2:15][CH2:14]2)=[CH:10][CH:9]=1.C([Si]([O:49][C:50]1[CH:55]=[CH:54][C:53]([O:56][CH2:57][CH:58]2[CH2:60][O:59]2)=[CH:52][CH:51]=1)(C1C=CC=CC=1)C1C=CC=CC=1)(C)(C)C, predict the reaction product. The product is: [CH2:22]([NH:21][C:19]([N:16]1[CH2:15][CH2:14][CH:13]([NH:12][C:11]2[CH:10]=[CH:9][C:8]([O:7][CH2:6][CH2:5][NH:4][CH2:60][C@H:58]([OH:59])[CH2:57][O:56][C:53]3[CH:54]=[CH:55][C:50]([OH:49])=[CH:51][CH:52]=3)=[CH:31][CH:30]=2)[CH2:18][CH2:17]1)=[O:20])[CH2:23][CH2:24][CH2:25][CH2:26][CH2:27][CH2:28][CH3:29]. (4) Given the reactants [Br:1][C:2]1[CH:11]=[C:10]2[C:5]([CH:6]=[CH:7][N:8]=[C:9]2[OH:12])=[CH:4][N:3]=1.[C:13]([C:15]1[CH:16]=[C:17]([CH:20]=[CH:21][CH:22]=1)[CH2:18]Br)#[N:14].C(=O)([O-])[O-].[Cs+].[Cs+], predict the reaction product. The product is: [Br:1][C:2]1[CH:11]=[C:10]2[C:5]([CH:6]=[CH:7][N:8]([CH2:18][C:17]3[CH:16]=[C:15]([CH:22]=[CH:21][CH:20]=3)[C:13]#[N:14])[C:9]2=[O:12])=[CH:4][N:3]=1. (5) Given the reactants C(OC(=O)[NH:7][C@@H:8]([CH2:25][C@H:26]([CH2:30][C:31]1[CH:36]=[C:35]([O:37][CH2:38][CH2:39][CH2:40][O:41][CH3:42])[CH:34]=[C:33]([O:43][CH3:44])[CH:32]=1)[CH:27]([CH3:29])[CH3:28])[C@@H:9]([OH:24])[CH2:10][C@H:11]([C:15](=[O:23])[NH:16][CH2:17][C@@H:18]1[CH2:22][CH2:21][CH2:20][O:19]1)[CH:12]([CH3:14])[CH3:13])(C)(C)C.Cl.C(O)(=O)/C=C/C(O)=O, predict the reaction product. The product is: [O:19]1[CH2:20][CH2:21][CH2:22][C@H:18]1[CH2:17][NH:16][C:15](=[O:23])[C@H:11]([CH:12]([CH3:14])[CH3:13])[CH2:10][C@H:9]([OH:24])[C@@H:8]([NH2:7])[CH2:25][C@H:26]([CH2:30][C:31]1[CH:36]=[C:35]([O:37][CH2:38][CH2:39][CH2:40][O:41][CH3:42])[CH:34]=[C:33]([O:43][CH3:44])[CH:32]=1)[CH:27]([CH3:29])[CH3:28]. (6) The product is: [CH3:1][C:2]1[S:3][C:4]2[CH:10]=[CH:9][C:8]([CH:11]=[O:12])=[CH:7][C:5]=2[N:6]=1. Given the reactants [CH3:1][C:2]1[S:3][C:4]2[CH:10]=[CH:9][C:8]([CH2:11][OH:12])=[CH:7][C:5]=2[N:6]=1, predict the reaction product.